Regression. Given a peptide amino acid sequence and an MHC pseudo amino acid sequence, predict their binding affinity value. This is MHC class I binding data. From a dataset of Peptide-MHC class I binding affinity with 185,985 pairs from IEDB/IMGT. The peptide sequence is RPVGISSMV. The MHC is HLA-A31:01 with pseudo-sequence HLA-A31:01. The binding affinity (normalized) is 0.0847.